Task: Predict which catalyst facilitates the given reaction.. Dataset: Catalyst prediction with 721,799 reactions and 888 catalyst types from USPTO (1) Reactant: C([N:14]1[CH2:17][CH:16]([CH2:18][C:19]2[C:27]3[C:22](=[CH:23][CH:24]=[C:25]([C:28]#N)[CH:26]=3)[NH:21][CH:20]=2)[CH2:15]1)(C1C=CC=CC=1)C1C=CC=CC=1.C([O-])=O.[NH4+]. Product: [NH:14]1[CH2:17][CH:16]([CH2:18][C:19]2[C:27]3[C:22](=[CH:23][CH:24]=[C:25]([CH3:28])[CH:26]=3)[NH:21][CH:20]=2)[CH2:15]1. The catalyst class is: 63. (2) Reactant: O[C:2]1([C:12]2[C:21]([OH:22])=[CH:20][C:15]3[N:16]=[C:17]([CH3:19])[S:18][C:14]=3[CH:13]=2)[C:10]2[C:5](=[CH:6][CH:7]=[CH:8][CH:9]=2)[NH:4][C:3]1=[O:11].I. Product: [OH:22][C:21]1[C:12]([CH:2]2[C:10]3[C:5](=[CH:6][CH:7]=[CH:8][CH:9]=3)[NH:4][C:3]2=[O:11])=[CH:13][C:14]2[S:18][C:17]([CH3:19])=[N:16][C:15]=2[CH:20]=1. The catalyst class is: 69. (3) Reactant: [CH3:1][C:2]1[CH:3]=[C:4]([CH:7]=[CH:8][C:9]=1[O:10][C:11]([CH3:14])([CH3:13])[CH3:12])[C:5]#[N:6].C1C(=O)N([Br:22])C(=O)C1. Product: [Br:22][CH2:1][C:2]1[CH:3]=[C:4]([CH:7]=[CH:8][C:9]=1[O:10][C:11]([CH3:14])([CH3:13])[CH3:12])[C:5]#[N:6]. The catalyst class is: 855. (4) The catalyst class is: 9. Product: [N:32]([CH:7]([C:9]1([OH:8])[CH2:10][N:11]([C:13]([C:15]2[CH:16]=[CH:17][C:18]([F:31])=[C:19]([F:30])[C:20]=2[NH:21][C:22]2[CH:27]=[CH:26][C:25]([I:28])=[CH:24][C:23]=2[F:29])=[O:14])[CH2:12]1)[CH2:6][CH:2]1[O:3][CH2:4][CH2:5][O:1]1)=[N+:33]=[N-:34]. Reactant: [O:1]1[CH2:5][CH2:4][O:3][CH:2]1[CH2:6][CH:7]1[C:9]2([CH2:12][N:11]([C:13]([C:15]3[C:20]([NH:21][C:22]4[CH:27]=[CH:26][C:25]([I:28])=[CH:24][C:23]=4[F:29])=[C:19]([F:30])[C:18]([F:31])=[CH:17][CH:16]=3)=[O:14])[CH2:10]2)[O:8]1.[N-:32]=[N+:33]=[N-:34].[Na+].C(OCC)(=O)C. (5) Reactant: [CH2:1]([CH:3]1[CH2:7][CH:6]([O:8][CH2:9][C:10]2[CH:15]=[CH:14][C:13]([O:16][CH3:17])=[CH:12][CH:11]=2)[CH2:5][CH:4]1[C:18]1[N:22]2[C:23]3[CH:29]=[CH:28][NH:27][C:24]=3[N:25]=[CH:26][C:21]2=[N:20][N:19]=1)[CH3:2].CN(C(ON1N=NC2C=CC=NC1=2)=[N+](C)C)C.F[P-](F)(F)(F)(F)F.CCN(C(C)C)C(C)C.[OH-].[Na+].[H-].[Na+].[CH3:67][Si:68]([CH2:71][CH2:72][O:73][CH2:74]Cl)([CH3:70])[CH3:69]. Product: [CH2:1]([CH:3]1[CH2:7][CH:6]([O:8][CH2:9][C:10]2[CH:15]=[CH:14][C:13]([O:16][CH3:17])=[CH:12][CH:11]=2)[CH2:5][CH:4]1[C:18]1[N:22]2[C:23]3[CH:29]=[CH:28][N:27]([CH2:74][O:73][CH2:72][CH2:71][Si:68]([CH3:70])([CH3:69])[CH3:67])[C:24]=3[N:25]=[CH:26][C:21]2=[N:20][N:19]=1)[CH3:2]. The catalyst class is: 12. (6) Reactant: [O:1]=[C:2]1[CH2:7][CH2:6][NH:5][CH2:4][CH:3]1[C:8]([O:10][CH3:11])=[O:9].[OH-].[Na+].[C:14]([O:18][C:19](O[C:19]([O:18][C:14]([CH3:17])([CH3:16])[CH3:15])=[O:20])=[O:20])([CH3:17])([CH3:16])[CH3:15]. Product: [C:14]([O:18][C:19]([N:5]1[CH2:6][CH2:7][C:2](=[O:1])[CH:3]([C:8]([O:10][CH3:11])=[O:9])[CH2:4]1)=[O:20])([CH3:17])([CH3:16])[CH3:15]. The catalyst class is: 38.